The task is: Predict the product of the given reaction.. This data is from Forward reaction prediction with 1.9M reactions from USPTO patents (1976-2016). (1) Given the reactants C[O:2][C:3](=[O:24])[C:4]1[CH:9]=[C:8]([C:10]2[S:11][CH:12]=[C:13]([C:15]3[CH:20]=[CH:19][C:18]([Cl:21])=[C:17]([Cl:22])[CH:16]=3)[N:14]=2)[CH:7]=[CH:6][C:5]=1Br.[Cl:25][C:26]1[CH:31]=[C:30]([Cl:32])[CH:29]=[CH:28][C:27]=1B(O)O, predict the reaction product. The product is: [Cl:25][C:26]1[CH:31]=[C:30]([Cl:32])[CH:29]=[CH:28][C:27]=1[C:5]1[C:4]([C:3]([OH:2])=[O:24])=[CH:9][C:8]([C:10]2[S:11][CH:12]=[C:13]([C:15]3[CH:20]=[CH:19][C:18]([Cl:21])=[C:17]([Cl:22])[CH:16]=3)[N:14]=2)=[CH:7][CH:6]=1. (2) The product is: [CH2:25]([O:27][C:28]1[CH:29]=[C:30]([NH:31][C:13]([CH:14]2[C:15]3[C:16](=[CH:20][CH:21]=[CH:22][CH:23]=3)[C:17](=[O:19])[N:12]([CH2:11][CH2:10][O:9][CH3:8])[CH:6]2[C:2]2[S:1][CH:5]=[CH:4][CH:3]=2)=[O:24])[CH:32]=[CH:33][CH:34]=1)[CH3:26]. Given the reactants [S:1]1[CH:5]=[CH:4][CH:3]=[C:2]1[CH:6]=O.[CH3:8][O:9][CH2:10][CH2:11][NH2:12].[C:13]1(=[O:24])[O:19][C:17](=O)[C:16]2=[CH:20][CH:21]=[CH:22][CH:23]=[C:15]2[CH2:14]1.[CH2:25]([O:27][C:28]1[CH:29]=[C:30]([CH:32]=[CH:33][CH:34]=1)[NH2:31])[CH3:26], predict the reaction product. (3) Given the reactants [CH3:1][CH:2]([N:4]1[CH2:9][CH2:8][N:7]([CH2:10][CH2:11][C:12]([N:14]2[CH2:23][CH2:22][C:21]3[C:16](=[CH:17][C:18]([N+:26]([O-])=O)=[C:19]([O:24][CH3:25])[CH:20]=3)[CH2:15]2)=[O:13])[CH2:6][CH2:5]1)[CH3:3].[H][H], predict the reaction product. The product is: [CH3:3][CH:2]([N:4]1[CH2:5][CH2:6][N:7]([CH2:10][CH2:11][C:12]([N:14]2[CH2:23][CH2:22][C:21]3[C:16](=[CH:17][C:18]([NH2:26])=[C:19]([O:24][CH3:25])[CH:20]=3)[CH2:15]2)=[O:13])[CH2:8][CH2:9]1)[CH3:1]. (4) Given the reactants [CH2:1]([O:8][C:9]1[C:25]([O:26][CH3:27])=[CH:24][C:12]2[CH:13]=[C:14]3[C:19](=[CH:20][C:11]=2[CH:10]=1)[NH:18][CH:17]=[C:16]([C:21]#[N:22])[C:15]3=O)[C:2]1[CH:7]=[CH:6][CH:5]=[CH:4][CH:3]=1.P(Cl)(Cl)([Cl:30])=O, predict the reaction product. The product is: [CH2:1]([O:8][C:9]1[C:25]([O:26][CH3:27])=[CH:24][C:12]2[CH:13]=[C:14]3[C:19](=[CH:20][C:11]=2[CH:10]=1)[N:18]=[CH:17][C:16]([C:21]#[N:22])=[C:15]3[Cl:30])[C:2]1[CH:7]=[CH:6][CH:5]=[CH:4][CH:3]=1. (5) Given the reactants C([N:8]1[CH2:13][CH2:12][CH:11]([CH2:14][C:15]([N:17]2[CH2:22][CH2:21][CH:20]([OH:23])[CH2:19][CH2:18]2)=[O:16])[CH2:10][CH2:9]1)C1C=CC=CC=1.[H][H], predict the reaction product. The product is: [NH:8]1[CH2:9][CH2:10][CH:11]([CH2:14][C:15]([N:17]2[CH2:18][CH2:19][CH:20]([OH:23])[CH2:21][CH2:22]2)=[O:16])[CH2:12][CH2:13]1. (6) Given the reactants [CH:1]1([CH2:4][O:5][C:6]2[CH:11]=[C:10]([O:12][CH3:13])[CH:9]=[CH:8][C:7]=2[C:14]2[CH:19]=[CH:18][N:17]=[C:16]3[C:20]([C:32](O)=[O:33])=[C:21]([CH3:31])[N:22]([CH2:23][O:24][CH2:25][CH2:26][Si:27]([CH3:30])([CH3:29])[CH3:28])[C:15]=23)[CH2:3][CH2:2]1.[NH2:35][C@@H:36]1[CH2:41][CH2:40][C@H:39]([NH:42][C:43](=[O:49])[O:44][C:45]([CH3:48])([CH3:47])[CH3:46])[CH2:38][CH2:37]1, predict the reaction product. The product is: [CH:1]1([CH2:4][O:5][C:6]2[CH:11]=[C:10]([O:12][CH3:13])[CH:9]=[CH:8][C:7]=2[C:14]2[CH:19]=[CH:18][N:17]=[C:16]3[C:20]([C:32]([NH:35][C@@H:36]4[CH2:41][CH2:40][C@H:39]([NH:42][C:43](=[O:49])[O:44][C:45]([CH3:47])([CH3:46])[CH3:48])[CH2:38][CH2:37]4)=[O:33])=[C:21]([CH3:31])[N:22]([CH2:23][O:24][CH2:25][CH2:26][Si:27]([CH3:30])([CH3:29])[CH3:28])[C:15]=23)[CH2:2][CH2:3]1.